Dataset: PAMPA (Parallel Artificial Membrane Permeability Assay) permeability data from NCATS. Task: Regression/Classification. Given a drug SMILES string, predict its absorption, distribution, metabolism, or excretion properties. Task type varies by dataset: regression for continuous measurements (e.g., permeability, clearance, half-life) or binary classification for categorical outcomes (e.g., BBB penetration, CYP inhibition). Dataset: pampa_ncats. (1) The compound is COC1=C(C=C(C=C1)C2=C(C=C(C=C2)NC3=NC(=NC4=CC=CC=C43)C5=CC=NC=C5)F)F. The result is 1 (high permeability). (2) The compound is CN(C1=CC=CC=C1)C(=O)CNC(=O)C2=CC=CC=C2OCC(=O)NC3=CC=C(C=C3)I. The result is 1 (high permeability). (3) The drug is CC(CC1=CC=C(C=C1)O)NCC(C2=CC(=CC(=C2)O)O)O. The result is 0 (low-to-moderate permeability). (4) The compound is C1=CC(=CC=C1NC(=O)CC2=NC3=C(N2)C=C(C=C3)Cl)S(=O)(=O)NC4=NC=CS4. The result is 0 (low-to-moderate permeability). (5) The molecule is CC1=CC=C(C=C1)C2=NN(C3=NC=NC(=C23)N)C(C)(C)C. The result is 1 (high permeability).